The task is: Predict the product of the given reaction.. This data is from Forward reaction prediction with 1.9M reactions from USPTO patents (1976-2016). Given the reactants Cl[C:2]1[CH:7]=[CH:6][C:5]([N+:8]([O-:10])=[O:9])=[CH:4][CH:3]=1.[NH:11]1[CH2:18][CH2:17][CH2:16][C@H:12]1[C:13]([OH:15])=[O:14].C(N(CC)CC)C, predict the reaction product. The product is: [N+:8]([C:5]1[CH:6]=[CH:7][C:2]([N:11]2[CH2:18][CH2:17][CH2:16][CH:12]2[C:13]([OH:15])=[O:14])=[CH:3][CH:4]=1)([O-:10])=[O:9].